Dataset: Catalyst prediction with 721,799 reactions and 888 catalyst types from USPTO. Task: Predict which catalyst facilitates the given reaction. (1) Reactant: [N:1]1([C:7]([O:9][C:10]([CH3:13])([CH3:12])[CH3:11])=[O:8])[CH2:6][CH2:5][NH:4][CH2:3][CH2:2]1.[C:14]1(=O)[CH2:17][CH2:16][CH2:15]1.[BH-](OC(C)=O)(OC(C)=O)OC(C)=O.[Na+]. Product: [CH:14]1([N:4]2[CH2:5][CH2:6][N:1]([C:7]([O:9][C:10]([CH3:13])([CH3:12])[CH3:11])=[O:8])[CH2:2][CH2:3]2)[CH2:17][CH2:16][CH2:15]1. The catalyst class is: 344. (2) Reactant: [CH3:1][O:2][C:3](=[O:23])/[CH:4]=[CH:5]/[C:6]1[CH:11]=[CH:10][C:9](Br)=[CH:8][C:7]=1[S:13](=[O:22])(=[O:21])[NH:14][C:15]1[CH:20]=[CH:19][CH:18]=[CH:17][CH:16]=1.[C:24]1(B(O)O)[CH:29]=[CH:28][CH:27]=[CH:26][CH:25]=1.C([O-])([O-])=O.[Cs+].[Cs+]. Product: [CH3:1][O:2][C:3](=[O:23])/[CH:4]=[CH:5]/[C:6]1[CH:11]=[CH:10][C:9]([C:24]2[CH:29]=[CH:28][CH:27]=[CH:26][CH:25]=2)=[CH:8][C:7]=1[S:13](=[O:22])(=[O:21])[NH:14][C:15]1[CH:20]=[CH:19][CH:18]=[CH:17][CH:16]=1. The catalyst class is: 752. (3) The catalyst class is: 25. Product: [CH2:1]([O:5][C:6]([C:8]1[C:9]([OH:18])=[C:10]2[CH:17]=[CH:16][S:15][C:11]2=[C:12]([Cl:21])[N:13]=1)=[O:7])[CH2:2][CH2:3][CH3:4]. Reactant: [CH2:1]([O:5][C:6]([C:8]1[C:9]([OH:18])=[C:10]2[CH:17]=[CH:16][S:15][C:11]2=[C:12](O)[N:13]=1)=[O:7])[CH2:2][CH2:3][CH3:4].O=P(Cl)(Cl)[Cl:21].C1(C)C=CC=CC=1.C([O-])(O)=O.[Na+]. (4) Reactant: [C:1](N1C=CN=C1)(N1C=CN=C1)=[O:2].[NH:13]1[C:22]2[C:17](=[CH:18][CH:19]=[CH:20][C:21]=2[NH2:23])[CH2:16][CH2:15][CH2:14]1. Product: [NH:23]1[C:21]2=[C:22]3[C:17](=[CH:18][CH:19]=[CH:20]2)[CH2:16][CH2:15][CH2:14][N:13]3[C:1]1=[O:2]. The catalyst class is: 7. (5) Reactant: [I:1][C:2]1[CH:7]=[CH:6][C:5]([OH:8])=[CH:4][CH:3]=1.Cl[CH2:10][CH2:11][N:12]1[CH2:17][CH2:16][CH:15]([CH3:18])[CH2:14][CH2:13]1.C(=O)([O-])[O-].[K+].[K+]. Product: [I:1][C:2]1[CH:7]=[CH:6][C:5]([O:8][CH2:10][CH2:11][N:12]2[CH2:17][CH2:16][CH:15]([CH3:18])[CH2:14][CH2:13]2)=[CH:4][CH:3]=1. The catalyst class is: 3. (6) Reactant: [CH3:1][CH2:2][CH2:3][CH2:4][CH2:5]/[CH:6]=[CH:7]\[CH2:8]/[CH:9]=[CH:10]\[CH2:11][CH2:12][CH2:13][CH2:14][CH2:15][CH2:16][CH2:17][CH:18]([OH:40])[CH2:19][CH:20]([OH:39])[CH2:21][CH2:22][CH2:23][CH2:24][CH2:25][CH2:26][CH2:27][CH2:28]/[CH:29]=[CH:30]\[CH2:31]/[CH:32]=[CH:33]\[CH2:34][CH2:35][CH2:36][CH2:37][CH3:38].C(O[CH:44](OCC)[CH2:45][CH2:46][CH2:47][N:48]([CH3:50])[CH3:49])C.CC1C=CC(S([O-])(=O)=O)=CC=1.C1C=C[NH+]=CC=1.[OH-].[Na+]. Product: [CH2:17]([CH:18]1[CH2:19][CH:20]([CH2:21][CH2:22][CH2:23][CH2:24][CH2:25][CH2:26][CH2:27][CH2:28]/[CH:29]=[CH:30]\[CH2:31]/[CH:32]=[CH:33]\[CH2:34][CH2:35][CH2:36][CH2:37][CH3:38])[O:39][CH:44]([CH2:45][CH2:46][CH2:47][N:48]([CH3:50])[CH3:49])[O:40]1)[CH2:16][CH2:15][CH2:14][CH2:13][CH2:12][CH2:11]/[CH:10]=[CH:9]\[CH2:8]/[CH:7]=[CH:6]\[CH2:5][CH2:4][CH2:3][CH2:2][CH3:1]. The catalyst class is: 11. (7) The catalyst class is: 5. Product: [Cl:18][C:14]1[CH:13]=[C:12]([CH:17]=[CH:16][CH:15]=1)[C:11]([NH:10][CH2:9][C:8]1[CH:20]=[CH:21][C:5]([C:2](=[NH:3])[NH:4][OH:35])=[CH:6][C:7]=1[NH:22][CH2:23][C:24](=[O:32])[NH:25][C:26]1[CH:27]=[N:28][CH:29]=[CH:30][CH:31]=1)=[O:19]. Reactant: Cl.[C:2]([C:5]1[CH:21]=[CH:20][C:8]([CH2:9][NH:10][C:11](=[O:19])[C:12]2[CH:17]=[CH:16][CH:15]=[C:14]([Cl:18])[CH:13]=2)=[C:7]([NH:22][CH2:23][C:24](=[O:32])[NH:25][C:26]2[CH:27]=[N:28][CH:29]=[CH:30][CH:31]=2)[CH:6]=1)(=[NH:4])[NH2:3].Cl.N[OH:35].C(N(CC)CC)C.